From a dataset of Forward reaction prediction with 1.9M reactions from USPTO patents (1976-2016). Predict the product of the given reaction. Given the reactants [CH3:1][O:2][C:3]1[CH:48]=[CH:47][C:6]([CH2:7][N:8]([CH2:38][C:39]2[CH:44]=[CH:43][C:42]([O:45][CH3:46])=[CH:41][CH:40]=2)[C:9]2[N:14]=[C:13]([CH3:15])[N:12]=[C:11]([C:16]3[CH:17]=[C:18]([C@H:23]([N:25]4[CH2:30][CH2:29][N:28](C(OC(C)(C)C)=O)[CH2:27][CH2:26]4)[CH3:24])[CH:19]=[N:20][C:21]=3[F:22])[CH:10]=2)=[CH:5][CH:4]=1.C(O)(C(F)(F)F)=O, predict the reaction product. The product is: [F:22][C:21]1[C:16]([C:11]2[N:12]=[C:13]([CH3:15])[N:14]=[C:9]([N:8]([CH2:7][C:6]3[CH:47]=[CH:48][C:3]([O:2][CH3:1])=[CH:4][CH:5]=3)[CH2:38][C:39]3[CH:40]=[CH:41][C:42]([O:45][CH3:46])=[CH:43][CH:44]=3)[CH:10]=2)=[CH:17][C:18]([C@H:23]([N:25]2[CH2:26][CH2:27][NH:28][CH2:29][CH2:30]2)[CH3:24])=[CH:19][N:20]=1.